This data is from Full USPTO retrosynthesis dataset with 1.9M reactions from patents (1976-2016). The task is: Predict the reactants needed to synthesize the given product. (1) Given the product [O:21]=[C:20]1[C:19]([CH:18]([NH:17][C:14](=[O:16])[CH3:15])[CH3:26])=[N:12][N:9]=[C:8]([C:2]2[CH:7]=[CH:6][CH:5]=[CH:4][CH:3]=2)[NH:10]1, predict the reactants needed to synthesize it. The reactants are: Cl.[C:2]1([C:8](=[NH:10])[NH2:9])[CH:7]=[CH:6][CH:5]=[CH:4][CH:3]=1.O.[NH2:12]N.[C:14]([NH:17][CH:18]([CH3:26])[C:19](=O)[C:20](OCC)=[O:21])(=[O:16])[CH3:15]. (2) Given the product [CH3:24][O:23][C:21]1[CH:22]=[C:2]2[C:3]([CH2:4][N:5]([CH:6]3[CH2:11][CH2:10][N:9]([CH2:12][C:13]4[CH:18]=[CH:17][CH:16]=[CH:15][CH:14]=4)[CH2:8][CH2:7]3)[C:30](=[O:31])[NH:1]2)=[CH:19][CH:20]=1, predict the reactants needed to synthesize it. The reactants are: [NH2:1][C:2]1[CH:22]=[C:21]([O:23][CH3:24])[CH:20]=[CH:19][C:3]=1[CH2:4][NH:5][CH:6]1[CH2:11][CH2:10][N:9]([CH2:12][C:13]2[CH:18]=[CH:17][CH:16]=[CH:15][CH:14]=2)[CH2:8][CH2:7]1.C1N=CN([C:30](N2C=NC=C2)=[O:31])C=1.CN(C)C=O.[K+].[Br-]. (3) Given the product [OH:2][CH2:1][C:3]1[CH:8]=[CH:7][N:6]2[C:9]([C:12]3[CH:13]=[C:14]([C:18]4[C:19]([C:24]#[N:25])=[CH:20][CH:21]=[CH:22][CH:23]=4)[CH:15]=[CH:16][CH:17]=3)=[CH:10][N:11]=[C:5]2[CH:4]=1, predict the reactants needed to synthesize it. The reactants are: [CH:1]([C:3]1[CH:8]=[CH:7][N:6]2[C:9]([C:12]3[CH:13]=[C:14]([C:18]4[C:19]([C:24]#[N:25])=[CH:20][CH:21]=[CH:22][CH:23]=4)[CH:15]=[CH:16][CH:17]=3)=[CH:10][N:11]=[C:5]2[CH:4]=1)=[O:2].[BH4-].[Na+]. (4) Given the product [Cl:38][C:39]1[CH:44]=[C:43]([Cl:45])[CH:42]=[CH:41][C:40]=1[C@:46]1([CH2:65][N:66]2[CH:70]=[CH:69][N:68]=[CH:67]2)[O:50][C@@H:49]([CH2:51][O:52][C:53]2[CH:54]=[CH:55][C:56]([N:59]3[CH2:60][CH2:61][N:62]([S:107]([CH:104]([CH3:106])[CH3:105])(=[O:109])=[O:108])[CH2:63][CH2:64]3)=[CH:57][CH:58]=2)[CH2:48][O:47]1, predict the reactants needed to synthesize it. The reactants are: ClC1C=C(Cl)C=CC=1[C@@]1(CN2C=CN=C2)O[C@H](COC2C=CC(N3CCN(S(C)(=O)=O)CC3)=CC=2)CO1.[Cl:38][C:39]1[CH:44]=[C:43]([Cl:45])[CH:42]=[CH:41][C:40]=1[C@:46]1([CH2:65][N:66]2[CH:70]=[CH:69][N:68]=[CH:67]2)[O:50][C@@H:49]([CH2:51][O:52][C:53]2[CH:58]=[CH:57][C:56]([N:59]3[CH2:64][CH2:63][NH:62][CH2:61][CH2:60]3)=[CH:55][CH:54]=2)[CH2:48][O:47]1.ClC1C=C(Cl)C=CC=1[C@@]1(CN2C=CN=C2)O[C@H](COC2C=CC(N3CCNCC3)=CC=2)CO1.[CH:104]([S:107](Cl)(=[O:109])=[O:108])([CH3:106])[CH3:105].CS(Cl)(=O)=O. (5) The reactants are: Br[C:2]1[CH:7]=[C:6]([N+]([O-])=O)[CH:5]=[CH:4][N:3]=1.Br[C:12]1[CH:17]=[CH:16][C:15]([N+]([O-])=O)=[CH:14]N=1.[C:21]([O-])([O-])=O.[K+].[K+]. Given the product [C:14]1([C:2]2[CH:7]=[CH:6][CH:5]=[CH:4][N:3]=2)[CH:21]=[CH:12][CH:17]=[CH:16][CH:15]=1, predict the reactants needed to synthesize it.